This data is from Reaction yield outcomes from USPTO patents with 853,638 reactions. The task is: Predict the reaction yield, written as a fraction of the theoretical maximum amount of product (1.0 means a 100% yield; for example, 0.34 means a 34% yield). (1) The reactants are Cl.[N:2]1[CH:7]=[CH:6][CH:5]=[CH:4][C:3]=1[C:8](Cl)=[O:9].CCN(CC)CC.[Cl:18][C:19]1[CH:20]=[C:21]([CH:23]=[CH:24][C:25]=1[O:26][C:27]1[CH:32]=[CH:31][CH:30]=[C:29]([Cl:33])[CH:28]=1)[NH2:22]. The catalyst is C(Cl)Cl. The product is [Cl:18][C:19]1[CH:20]=[C:21]([NH:22][C:8](=[O:9])[C:3]2[CH:4]=[CH:5][CH:6]=[CH:7][N:2]=2)[CH:23]=[CH:24][C:25]=1[O:26][C:27]1[CH:32]=[CH:31][CH:30]=[C:29]([Cl:33])[CH:28]=1. The yield is 0.510. (2) The reactants are C1(P(C2C=CC=CC=2)C2C=CC3C(=CC=CC=3)C=2C2C3C(=CC=CC=3)C=CC=2P(C2C=CC=CC=2)C2C=CC=CC=2)C=CC=CC=1.CC(C)([O-])C.[Na+].[CH3:53][N:54]1[C:62]2[C:57](=[CH:58][CH:59]=[CH:60][CH:61]=2)[C:56]([C:63](=[O:65])[CH3:64])=[CH:55]1.Br[C:67]1[CH:68]=[N:69][CH:70]=[CH:71][CH:72]=1. The catalyst is C1COCC1.C(OCC)(=O)C.C1C=CC(/C=C/C(/C=C/C2C=CC=CC=2)=O)=CC=1.C1C=CC(/C=C/C(/C=C/C2C=CC=CC=2)=O)=CC=1.C1C=CC(/C=C/C(/C=C/C2C=CC=CC=2)=O)=CC=1.[Pd].[Pd]. The product is [CH3:53][N:54]1[C:62]2[C:57](=[CH:58][CH:59]=[CH:60][CH:61]=2)[C:56]([C:63](=[O:65])[CH2:64][C:67]2[CH:68]=[N:69][CH:70]=[CH:71][CH:72]=2)=[CH:55]1. The yield is 0.390.